From a dataset of Reaction yield outcomes from USPTO patents with 853,638 reactions. Predict the reaction yield, written as a fraction of the theoretical maximum amount of product (1.0 means a 100% yield; for example, 0.34 means a 34% yield). (1) The product is [NH2:32][C:10]1[CH:9]=[C:8]([C:6]([O:5][C:1]([CH3:2])([CH3:4])[CH3:3])=[O:7])[CH:31]=[CH:30][C:11]=1[O:12][C:13]1[C:22]([Cl:23])=[C:21]2[C:16]([CH:17]([C:24]([O:26][CH2:27][CH3:28])=[O:25])[CH2:18][CH2:19][O:20]2)=[CH:15][C:14]=1[Cl:29]. The yield is 0.790. The reactants are [C:1]([O:5][C:6]([C:8]1[CH:31]=[CH:30][C:11]([O:12][C:13]2[C:22]([Cl:23])=[C:21]3[C:16]([CH:17]([C:24]([O:26][CH2:27][CH3:28])=[O:25])[CH2:18][CH2:19][O:20]3)=[CH:15][C:14]=2[Cl:29])=[C:10]([N+:32]([O-])=O)[CH:9]=1)=[O:7])([CH3:4])([CH3:3])[CH3:2].C1COCC1.[NH4+].[Cl-]. The catalyst is CCOC(C)=O.[Zn]. (2) The reactants are [CH2:1]([O:3][C:4]1[CH:9]=[C:8]([O:10]CC2C=CC(OC)=CC=2)[N:7]=[CH:6][C:5]=1[C:20]1[CH:25]=[CH:24][C:23]([CH2:26][C:27]([NH:29][C:30]2[CH:35]=[C:34]([C:36]([F:39])([F:38])[F:37])[CH:33]=[C:32]([C:40]3[O:41][C:42]([CH3:45])=[N:43][N:44]=3)[CH:31]=2)=[O:28])=[C:22]([F:46])[CH:21]=1)[CH3:2]. The catalyst is CO.[Pd]. The product is [CH2:1]([O:3][C:4]1[C:5]([C:20]2[CH:25]=[CH:24][C:23]([CH2:26][C:27]([NH:29][C:30]3[CH:35]=[C:34]([C:36]([F:38])([F:39])[F:37])[CH:33]=[C:32]([C:40]4[O:41][C:42]([CH3:45])=[N:43][N:44]=4)[CH:31]=3)=[O:28])=[C:22]([F:46])[CH:21]=2)=[CH:6][NH:7][C:8](=[O:10])[CH:9]=1)[CH3:2]. The yield is 0.840. (3) The reactants are [CH3:1][O:2][C:3](=[O:38])[NH:4][CH:5]([C:9]([N:11]1[CH:17]([C:18]2[NH:19][C:20]([C:23]3[CH:28]=[CH:27][C:26](B4OC(C)(C)C(C)(C)O4)=[CH:25][CH:24]=3)=[CH:21][N:22]=2)[CH2:16][C:13]2([CH2:15][CH2:14]2)[CH2:12]1)=[O:10])[CH:6]([CH3:8])[CH3:7].[C:39]([O:43][C:44]([N:46]1[CH2:50][CH:49]([C:51]#[N:52])[CH2:48][CH:47]1[C:53]1[NH:54][C:55]([C:58]2[CH:67]=[CH:66][C:65]3[C:60](=[CH:61][CH:62]=[C:63](Br)[CH:64]=3)[CH:59]=2)=[CH:56][N:57]=1)=[O:45])([CH3:42])([CH3:41])[CH3:40].C([O-])([O-])=O.[K+].[K+]. The catalyst is COCCOC.C1C=CC([P]([Pd]([P](C2C=CC=CC=2)(C2C=CC=CC=2)C2C=CC=CC=2)([P](C2C=CC=CC=2)(C2C=CC=CC=2)C2C=CC=CC=2)[P](C2C=CC=CC=2)(C2C=CC=CC=2)C2C=CC=CC=2)(C2C=CC=CC=2)C2C=CC=CC=2)=CC=1. The product is [C:39]([O:43][C:44]([N:46]1[CH2:50][CH:49]([C:51]#[N:52])[CH2:48][CH:47]1[C:53]1[NH:54][C:55]([C:58]2[CH:67]=[CH:66][C:65]3[C:60](=[CH:61][CH:62]=[C:63]([C:26]4[CH:25]=[CH:24][C:23]([C:20]5[NH:19][C:18]([CH:17]6[CH2:16][C:13]7([CH2:14][CH2:15]7)[CH2:12][N:11]6[C:9](=[O:10])[CH:5]([NH:4][C:3]([O:2][CH3:1])=[O:38])[CH:6]([CH3:8])[CH3:7])=[N:22][CH:21]=5)=[CH:28][CH:27]=4)[CH:64]=3)[CH:59]=2)=[CH:56][N:57]=1)=[O:45])([CH3:42])([CH3:41])[CH3:40]. The yield is 0.510. (4) The reactants are Cl.[NH2:2][CH2:3][CH2:4][O:5][C:6]1[CH:11]=[CH:10][C:9]([NH:12][C:13](=[O:22])[C:14]2[CH:19]=[CH:18][CH:17]=[C:16]([O:20][CH3:21])[CH:15]=2)=[CH:8][C:7]=1[C:23]1[N:27]([CH3:28])[N:26]=[CH:25][CH:24]=1.C(N(CC)CC)C.Cl[C:37]([O:39][CH2:40][CH3:41])=[O:38]. The catalyst is ClCCl. The product is [CH2:40]([O:39][C:37](=[O:38])[NH:2][CH2:3][CH2:4][O:5][C:6]1[CH:11]=[CH:10][C:9]([NH:12][C:13](=[O:22])[C:14]2[CH:19]=[CH:18][CH:17]=[C:16]([O:20][CH3:21])[CH:15]=2)=[CH:8][C:7]=1[C:23]1[N:27]([CH3:28])[N:26]=[CH:25][CH:24]=1)[CH3:41]. The yield is 0.524. (5) The reactants are Cl.[CH:2]1([CH2:5][N:6]([C@H:15]2[CH2:20][CH2:19][C@H:18]([OH:21])[CH2:17][CH2:16]2)[C:7]([C@H:9]2[CH2:14][CH2:13][CH2:12][NH:11][CH2:10]2)=[O:8])[CH2:4][CH2:3]1.[Cl:22][C:23]1[C:24]([CH3:33])=[C:25]([S:29](Cl)(=[O:31])=[O:30])[CH:26]=[CH:27][CH:28]=1.C(N(CC)CC)C. The catalyst is C(#N)C. The product is [Cl:22][C:23]1[C:24]([CH3:33])=[C:25]([S:29]([N:11]2[CH2:12][CH2:13][CH2:14][C@H:9]([C:7]([N:6]([CH2:5][CH:2]3[CH2:3][CH2:4]3)[C@H:15]3[CH2:16][CH2:17][C@H:18]([OH:21])[CH2:19][CH2:20]3)=[O:8])[CH2:10]2)(=[O:31])=[O:30])[CH:26]=[CH:27][CH:28]=1. The yield is 0.340. (6) The reactants are Br[C:2]1[CH:3]=[C:4]([CH:8]2[C:17]([CH3:19])([CH3:18])[CH2:16][C:15]3[C:10](=[CH:11][CH:12]=[C:13]([C:20]([OH:22])=[O:21])[CH:14]=3)[NH:9]2)[CH:5]=[CH:6][CH:7]=1.[NH2:23][C:24]([CH3:28])([CH3:27])[CH2:25][OH:26].Cl.CN(C)CC(O)=O.C(=O)([O-])[O-].[K+].[K+]. The catalyst is CS(C)=O.[Cu]I. The product is [OH:26][CH2:25][C:24]([NH:23][C:2]1[CH:3]=[C:4]([CH:8]2[C:17]([CH3:19])([CH3:18])[CH2:16][C:15]3[C:10](=[CH:11][CH:12]=[C:13]([C:20]([OH:22])=[O:21])[CH:14]=3)[NH:9]2)[CH:5]=[CH:6][CH:7]=1)([CH3:28])[CH3:27]. The yield is 0.0200. (7) The reactants are [CH2:1]([CH:3]1[O:5][CH2:4]1)Cl.C([O-])([O-])=O.[K+].[K+].[C:12]([C:14]1[CH:19]=[CH:18][C:17]([OH:20])=[CH:16][CH:15]=1)#[N:13]. The catalyst is CC#N. The product is [O:5]1[CH2:4][CH:3]1[CH2:1][O:20][C:17]1[CH:18]=[CH:19][C:14]([C:12]#[N:13])=[CH:15][CH:16]=1. The yield is 0.750.